This data is from Catalyst prediction with 721,799 reactions and 888 catalyst types from USPTO. The task is: Predict which catalyst facilitates the given reaction. (1) Reactant: [N:1]1([C:10]2[S:14]C(C(O)=O)=[C:12]([O:18][CH2:19][C:20]3[CH:25]=[CH:24][CH:23]=[CH:22][C:21]=3[CH3:26])[CH:11]=2)[C:5]2[CH:6]=[CH:7][CH:8]=[CH:9][C:4]=2[N:3]=[CH:2]1.Cl[C:28]([N:32](C)C)=C(C)C.CN.[CH2:37]([OH:39])[CH3:38].C(N(C(C)C)CC)(C)C. Product: [N:1]1([C:10]2[S:14][C:38]([C:37]([NH:32][CH3:28])=[O:39])=[C:12]([O:18][CH2:19][C:20]3[CH:25]=[CH:24][CH:23]=[CH:22][C:21]=3[CH3:26])[CH:11]=2)[C:5]2[CH:6]=[CH:7][CH:8]=[CH:9][C:4]=2[N:3]=[CH:2]1. The catalyst class is: 4. (2) Reactant: Br[C:2]1[C:10]2[O:9][CH:8]([CH:11]3[CH2:13][CH2:12]3)[CH2:7][C:6]=2[CH:5]=[C:4]([S:14]([CH3:17])(=[O:16])=[O:15])[CH:3]=1.[O-]P([O-])([O-])=O.[K+].[K+].[K+].[CH3:26][N:27]1[CH:36]=[C:35](B2OC(C)(C)C(C)(C)O2)[C:34]2[C:29](=[CH:30][CH:31]=[CH:32][CH:33]=2)[C:28]1=[O:46]. Product: [CH:11]1([CH:8]2[CH2:7][C:6]3[CH:5]=[C:4]([S:14]([CH3:17])(=[O:16])=[O:15])[CH:3]=[C:2]([C:35]4[C:34]5[C:29](=[CH:30][CH:31]=[CH:32][CH:33]=5)[C:28](=[O:46])[N:27]([CH3:26])[CH:36]=4)[C:10]=3[O:9]2)[CH2:13][CH2:12]1. The catalyst class is: 117. (3) Reactant: [C:1]([CH:3]1[CH2:5][NH:4]1)#[N:2].C(N(CC)CC)C.Cl[C:14]([O:16][C:17]1[CH:22]=[CH:21][C:20]([N+:23]([O-:25])=[O:24])=[CH:19][CH:18]=1)=[O:15]. Product: [C:1]([CH:3]1[CH2:5][N:4]1[C:14]([O:16][C:17]1[CH:18]=[CH:19][C:20]([N+:23]([O-:25])=[O:24])=[CH:21][CH:22]=1)=[O:15])#[N:2]. The catalyst class is: 1. (4) Reactant: [NH:1]1[CH:5]=[CH:4][N:3]=[CH:2]1.S(Cl)(Cl)=O.S(C1NC=CN=1)(C1NC=CN=1)=O.[C:22]1([C:28]2[CH:33]=[CH:32][CH:31]=[CH:30][CH:29]=2)[CH:27]=[CH:26][CH:25]=[CH:24][CH:23]=1.[C:34]1([CH2:40]O)[CH:39]=[CH:38][CH:37]=[CH:36][CH:35]=1. Product: [CH:25]1[CH:24]=[CH:23][C:22]([C:28]2[CH:29]=[CH:30][C:31]([CH:40]([N:1]3[CH:2]=[N:3][CH:4]=[CH:5]3)[C:34]3[CH:35]=[CH:36][CH:37]=[CH:38][CH:39]=3)=[CH:32][CH:33]=2)=[CH:27][CH:26]=1. The catalyst class is: 10. (5) The catalyst class is: 8. Reactant: F[C:2]1[CH:12]=[CH:11][C:5]([C:6]([O:8][CH2:9][CH3:10])=[O:7])=[CH:4][C:3]=1[N+:13]([O-:15])=[O:14].C(N(CC)CC)C.[NH:23]1[CH2:28][CH2:27][CH2:26][CH2:25][CH2:24]1.C(=O)(O)[O-].[Na+]. Product: [N+:13]([C:3]1[CH:4]=[C:5]([CH:11]=[CH:12][C:2]=1[N:23]1[CH2:28][CH2:27][CH2:26][CH2:25][CH2:24]1)[C:6]([O:8][CH2:9][CH3:10])=[O:7])([O-:15])=[O:14].